From a dataset of Catalyst prediction with 721,799 reactions and 888 catalyst types from USPTO. Predict which catalyst facilitates the given reaction. (1) Reactant: [OH:1][C:2]1[CH:3]=[C:4]([NH:8][C:9]([NH2:11])=[S:10])[CH:5]=[CH:6][CH:7]=1.Br[CH2:13][C:14](=O)[CH3:15]. Product: [CH3:15][C:14]1[N:11]=[C:9]([NH:8][C:4]2[CH:3]=[C:2]([OH:1])[CH:7]=[CH:6][CH:5]=2)[S:10][CH:13]=1. The catalyst class is: 3. (2) Product: [C:9]([O:13][C:14](=[O:18])[CH2:15][CH2:16][NH:17][S:30]([C:27]1[CH:28]=[C:29]2[C:24]([C:23]([Cl:34])=[CH:22][N:21]=[C:20]2[Cl:19])=[CH:25][CH:26]=1)(=[O:32])=[O:31])([CH3:12])([CH3:11])[CH3:10]. The catalyst class is: 2. Reactant: CCN(CC)CC.Cl.[C:9]([O:13][C:14](=[O:18])[CH2:15][CH2:16][NH2:17])([CH3:12])([CH3:11])[CH3:10].[Cl:19][C:20]1[C:29]2[C:24](=[CH:25][CH:26]=[C:27]([S:30](Cl)(=[O:32])=[O:31])[CH:28]=2)[C:23]([Cl:34])=[CH:22][N:21]=1. (3) Reactant: C[O:2][C:3](=[O:37])[CH2:4][C:5]1[CH:10]=[CH:9][CH:8]=[C:7]([O:11][CH2:12][CH2:13][CH2:14][N:15]([CH2:25][C:26]2[CH:31]=[CH:30][CH:29]=[C:28]([C:32]([F:35])([F:34])[F:33])[C:27]=2[Cl:36])[CH2:16][C@H:17]([C:19]2[CH:24]=[CH:23][CH:22]=[CH:21][CH:20]=2)[CH3:18])[CH:6]=1.[Li+].[OH-].C(O)(=O)C.C(OCC)(=O)C. Product: [Cl:36][C:27]1[C:28]([C:32]([F:33])([F:34])[F:35])=[CH:29][CH:30]=[CH:31][C:26]=1[CH2:25][N:15]([CH2:16][C@H:17]([C:19]1[CH:20]=[CH:21][CH:22]=[CH:23][CH:24]=1)[CH3:18])[CH2:14][CH2:13][CH2:12][O:11][C:7]1[CH:6]=[C:5]([CH2:4][C:3]([OH:37])=[O:2])[CH:10]=[CH:9][CH:8]=1. The catalyst class is: 20. (4) Reactant: [NH2:1][C:2]1[C:11]([O:12][C:13]2[CH:18]=[CH:17][C:16]([CH2:19][C:20]([O:22]CC)=[O:21])=[CH:15][C:14]=2[O:25][CH3:26])=[CH:10][CH:9]=[C:8]2[C:3]=1[CH:4]=[CH:5][C:6](=[O:27])[NH:7]2.N1C(C)=CC=CC=1C.[Cl:36][C:37]1[CH:42]=[CH:41][C:40]([S:43](Cl)(=[O:45])=[O:44])=[CH:39][CH:38]=1.[OH-].[Na+].Cl. Product: [Cl:36][C:37]1[CH:42]=[CH:41][C:40]([S:43]([NH:1][C:2]2[C:11]([O:12][C:13]3[CH:18]=[CH:17][C:16]([CH2:19][C:20]([OH:22])=[O:21])=[CH:15][C:14]=3[O:25][CH3:26])=[CH:10][CH:9]=[C:8]3[C:3]=2[CH:4]=[CH:5][C:6](=[O:27])[NH:7]3)(=[O:45])=[O:44])=[CH:39][CH:38]=1. The catalyst class is: 387. (5) Reactant: [CH:1](Br)([CH3:3])[CH3:2].C([O:7][C:8]([C:10]1[CH:11]=[N:12][N:13]([C:16]2[CH:21]=[CH:20][C:19]([OH:22])=[CH:18][N:17]=2)[C:14]=1[CH3:15])=[O:9])C.C(=O)([O-])[O-].[K+].[K+].O. Product: [CH:1]([O:22][C:19]1[CH:20]=[CH:21][C:16]([N:13]2[C:14]([CH3:15])=[C:10]([C:8]([OH:9])=[O:7])[CH:11]=[N:12]2)=[N:17][CH:18]=1)([CH3:3])[CH3:2]. The catalyst class is: 9. (6) Reactant: [NH2:1][C:2]1[N:7]=[C:6]([C:8]2[O:9][CH:10]=[CH:11][CH:12]=2)[C:5]([C:13]#[N:14])=[C:4](S(C)=O)[N:3]=1.[CH3:18][C:19]1[CH:20]=[C:21]([CH:24]=[CH:25][C:26]=1[CH3:27])[CH2:22][NH2:23]. Product: [NH2:1][C:2]1[N:3]=[C:4]([NH:23][CH2:22][C:21]2[CH:24]=[CH:25][C:26]([CH3:27])=[C:19]([CH3:18])[CH:20]=2)[C:5]([C:13]#[N:14])=[C:6]([C:8]2[O:9][CH:10]=[CH:11][CH:12]=2)[N:7]=1. The catalyst class is: 57. (7) Reactant: [N:1]1([C@@H:6]2[CH2:11][CH2:10][C@H:9]([NH:12][C:13](=[O:19])[O:14][C:15]([CH3:18])([CH3:17])[CH3:16])[CH2:8][CH2:7]2)[CH2:5][CH2:4][CH2:3][CH2:2]1.[H-].[Na+].[CH3:22]I. Product: [CH3:22][N:12]([C@H:9]1[CH2:8][CH2:7][C@@H:6]([N:1]2[CH2:5][CH2:4][CH2:3][CH2:2]2)[CH2:11][CH2:10]1)[C:13](=[O:19])[O:14][C:15]([CH3:16])([CH3:18])[CH3:17]. The catalyst class is: 9. (8) Reactant: [OH:1][C:2]1[CH:7]=[CH:6][C:5]([C:8]2[CH:13]=[CH:12][CH:11]=[CH:10][C:9]=2[CH3:14])=[CH:4][CH:3]=1.C(=O)([O-])[O-].[K+].[K+].Br[CH2:22][CH2:23][CH2:24][Cl:25]. Product: [Cl:25][CH2:24][CH2:23][CH2:22][O:1][C:2]1[CH:3]=[CH:4][C:5]([C:8]2[CH:13]=[CH:12][CH:11]=[CH:10][C:9]=2[CH3:14])=[CH:6][CH:7]=1. The catalyst class is: 9. (9) Product: [CH3:25][C:26](=[CH:30][C:31]1[CH:36]=[CH:35][CH:34]=[CH:33][CH:32]=1)[C:27]([NH:2][C@H:3]([C:14]([O:16][CH3:17])=[O:15])[CH2:4][C:5]1[C:13]2[C:8](=[CH:9][CH:10]=[CH:11][CH:12]=2)[NH:7][CH:6]=1)=[O:28]. The catalyst class is: 2. Reactant: Cl.[NH2:2][C@H:3]([C:14]([O:16][CH3:17])=[O:15])[CH2:4][C:5]1[C:13]2[C:8](=[CH:9][CH:10]=[CH:11][CH:12]=2)[NH:7][CH:6]=1.C(N(CC)CC)C.[CH3:25][C:26](=[CH:30][C:31]1[CH:36]=[CH:35][CH:34]=[CH:33][CH:32]=1)[C:27](O)=[O:28].CCN=C=NCCCN(C)C.Cl. (10) Reactant: [NH:1](C(OC(C)(C)C)=O)[C@H:2]([C:5]([OH:7])=[O:6])[CH2:3][NH2:4].[N:15]1([CH2:20][CH2:21][NH2:22])[CH:19]=[CH:18][N:17]=[CH:16]1.[C:23]([OH:29])([C:25]([F:28])([F:27])[F:26])=[O:24]. Product: [NH2:1][C@H:2]([C:5]([OH:7])=[O:6])[CH2:3][NH2:4].[OH:29][C:23]([C:25]([F:28])([F:27])[F:26])=[O:24].[N:15]1([CH2:20][CH2:21][NH2:22])[CH:19]=[CH:18][N:17]=[CH:16]1. The catalyst class is: 2.